This data is from Full USPTO retrosynthesis dataset with 1.9M reactions from patents (1976-2016). The task is: Predict the reactants needed to synthesize the given product. (1) Given the product [OH:1][CH:2]([C:6]1[CH:11]=[CH:10][C:9]([C:12]2[N:16]=[C:15]([C:17]3[O:21][N:20]=[C:19]([C:22]4[CH:23]=[CH:24][CH:25]=[CH:26][CH:27]=4)[C:18]=3[C:28]([F:31])([F:30])[F:29])[O:14][N:13]=2)=[CH:8][CH:7]=1)[C:3]([NH:32][CH2:33][CH:34]1[CH2:38][CH2:37][CH2:36][N:35]1[C:39]([O:41][C:42]([CH3:45])([CH3:44])[CH3:43])=[O:40])=[O:4], predict the reactants needed to synthesize it. The reactants are: [OH:1][CH:2]([C:6]1[CH:11]=[CH:10][C:9]([C:12]2[N:16]=[C:15]([C:17]3[O:21][N:20]=[C:19]([C:22]4[CH:27]=[CH:26][CH:25]=[CH:24][CH:23]=4)[C:18]=3[C:28]([F:31])([F:30])[F:29])[O:14][N:13]=2)=[CH:8][CH:7]=1)[C:3](O)=[O:4].[NH2:32][CH2:33][CH:34]1[CH2:38][CH2:37][CH2:36][N:35]1[C:39]([O:41][C:42]([CH3:45])([CH3:44])[CH3:43])=[O:40].CN1CCOCC1.CN(C(ON1N=NC2C=CC=NC1=2)=[N+](C)C)C.F[P-](F)(F)(F)(F)F. (2) The reactants are: [N:1]1[CH:2]=[CH:3][N:4]2[CH:9]=[C:8]([NH:10][C:11](=[O:32])[NH:12][C:13]3[CH:18]=[CH:17][C:16]([C:19]4[CH2:24][CH2:23][N:22](C(OC(C)(C)C)=O)[CH2:21][CH:20]=4)=[CH:15][CH:14]=3)[CH:7]=[CH:6][C:5]=12.FC(F)(F)C(O)=O. Given the product [N:1]1[CH:2]=[CH:3][N:4]2[CH:9]=[C:8]([NH:10][C:11]([NH:12][C:13]3[CH:14]=[CH:15][C:16]([C:19]4[CH2:24][CH2:23][NH:22][CH2:21][CH:20]=4)=[CH:17][CH:18]=3)=[O:32])[CH:7]=[CH:6][C:5]=12, predict the reactants needed to synthesize it. (3) Given the product [CH3:23][C:20]1[CH:21]=[CH:22][C:17]([S:14]([O:13][CH3:12])(=[O:16])=[O:15])=[CH:18][CH:19]=1, predict the reactants needed to synthesize it. The reactants are: BrC1C=C(F)C=C2C=1O[C@@H]([CH2:12][O:13][S:14]([C:17]1[CH:22]=[CH:21][C:20]([CH3:23])=[CH:19][CH:18]=1)(=[O:16])=[O:15])C=C2.COC1C=CC=CC=1B(O)O.C(=O)([O-])[O-].[K+].[K+].O. (4) Given the product [C:14]([CH2:2][CH2:3][CH2:4][C:5]1[C:13]2[C:8](=[CH:9][CH:10]=[CH:11][CH:12]=2)[NH:7][N:6]=1)#[N:15], predict the reactants needed to synthesize it. The reactants are: Cl[CH2:2][CH2:3][CH2:4][C:5]1[C:13]2[C:8](=[CH:9][CH:10]=[CH:11][CH:12]=2)[NH:7][N:6]=1.[C-:14]#[N:15].[Na+]. (5) Given the product [CH3:1][O:2][C:3]1[CH:4]=[C:5]([C:9]2[C@:10]3([CH2:26][CH2:25][C@H:24]4[C@@H:15]([CH2:16][CH2:17][C:18]5[CH:19]=[C:20]([C:27]([NH:30][CH2:31][C:32]([CH3:38])([CH3:39])[C:33]([OH:35])=[O:34])=[O:28])[CH:21]=[CH:22][C:23]=54)[C@@H:12]3[CH2:13][CH:14]=2)[CH3:11])[CH:6]=[N:7][CH:8]=1, predict the reactants needed to synthesize it. The reactants are: [CH3:1][O:2][C:3]1[CH:4]=[C:5]([C:9]2[C@:10]3([CH2:26][CH2:25][C@H:24]4[C@@H:15]([CH2:16][CH2:17][C:18]5[CH:19]=[C:20]([C:27](O)=[O:28])[CH:21]=[CH:22][C:23]=54)[C@@H:12]3[CH2:13][CH:14]=2)[CH3:11])[CH:6]=[N:7][CH:8]=1.[NH2:30][CH2:31][C:32]([CH3:39])([CH3:38])[C:33]([O:35]CC)=[O:34]. (6) The reactants are: [Br:1]N1C(=O)CCC1=O.[Cl:9][C:10]([F:29])([F:28])[C:11]([C:17]1[CH:23]=[CH:22][C:20]([NH2:21])=[C:19]([O:24][CH:25]([F:27])[F:26])[CH:18]=1)([F:16])[C:12]([F:15])([F:14])[F:13].[OH-].[Na+]. Given the product [Br:1][C:22]1[CH:23]=[C:17]([C:11]([C:10]([Cl:9])([F:28])[F:29])([F:16])[C:12]([F:15])([F:14])[F:13])[CH:18]=[C:19]([O:24][CH:25]([F:26])[F:27])[C:20]=1[NH2:21], predict the reactants needed to synthesize it. (7) Given the product [CH2:1]([N:4]1[C:12]2[C:11]([Cl:13])=[N:10][CH:9]=[N:8][C:7]=2[C:6]([Br:14])=[CH:5]1)[CH:2]=[CH2:3], predict the reactants needed to synthesize it. The reactants are: [CH2:1]([N:4]1[C:12]2[C:11]([Cl:13])=[N:10][CH:9]=[N:8][C:7]=2[CH:6]=[CH:5]1)[CH:2]=[CH2:3].[Br:14]N1C(=O)CCC1=O.